From a dataset of Full USPTO retrosynthesis dataset with 1.9M reactions from patents (1976-2016). Predict the reactants needed to synthesize the given product. (1) Given the product [CH2:6]([NH:8][C:9]1[CH:10]=[C:11]([CH:21]=[CH:22][CH:23]=1)[CH2:12][CH:13]1[C:14](=[O:20])[NH:15][CH2:16][C:17](=[O:19])[NH:18]1)[C:9]1[CH:10]=[CH:11][CH:21]=[CH:22][CH:23]=1, predict the reactants needed to synthesize it. The reactants are: C(O[C:6]([NH:8][C:9]1[CH:10]=[C:11]([CH:21]=[CH:22][CH:23]=1)[CH2:12][CH:13]1[NH:18][C:17](=[O:19])[CH2:16][NH:15][C:14]1=[O:20])=O)(C)(C)C. (2) Given the product [S:10]1[C:11]2[CH:17]=[CH:16][C:15]([CH2:18][OH:19])=[CH:14][C:12]=2[NH:13][CH2:8][CH2:9]1, predict the reactants needed to synthesize it. The reactants are: [H-].[Al+3].[Li+].[H-].[H-].[H-].O=[C:8]1[NH:13][C:12]2[CH:14]=[C:15]([CH2:18][O:19]C(=O)C)[CH:16]=[CH:17][C:11]=2[S:10][CH2:9]1. (3) Given the product [Cl:31][C:19]1[C:20]([NH:22][CH:23]2[CH2:29][CH2:28][CH2:27][CH2:26][NH:25][C:24]2=[O:30])=[N:21][C:16]([NH:14][C:11]2[CH:12]=[CH:13][C:6]3[CH2:5][CH2:4][N:3]([CH2:1][CH3:2])[CH2:9][CH2:8][C:7]=3[CH:10]=2)=[N:17][CH:18]=1, predict the reactants needed to synthesize it. The reactants are: [CH2:1]([N:3]1[CH2:9][CH2:8][C:7]2[CH:10]=[C:11]([NH2:14])[CH:12]=[CH:13][C:6]=2[CH2:5][CH2:4]1)[CH3:2].Cl[C:16]1[N:21]=[C:20]([NH:22][CH:23]2[CH2:29][CH2:28][CH2:27][CH2:26][NH:25][C:24]2=[O:30])[C:19]([Cl:31])=[CH:18][N:17]=1.Cl.[Na]. (4) Given the product [NH2:20][C:7]1[CH:6]=[C:5]([C:3]([O:2][CH3:1])=[O:4])[CH:10]=[CH:9][C:8]=1[CH2:11][N:12]1[C:16]([C:17]([O:19][CH3:23])=[O:18])=[CH:15][CH:14]=[N:13]1, predict the reactants needed to synthesize it. The reactants are: [CH3:1][O:2][C:3]([C:5]1[CH:10]=[CH:9][C:8]([CH2:11][N:12]2[C:16]([C:17]([O-:19])=[O:18])=[CH:15][CH:14]=[N:13]2)=[C:7]([N+:20]([O-])=O)[CH:6]=1)=[O:4].[CH3:23]O.